From a dataset of Forward reaction prediction with 1.9M reactions from USPTO patents (1976-2016). Predict the product of the given reaction. (1) Given the reactants [Br:1]Br.[CH2:3]([O:5][C:6]1[CH:12]=[CH:11][CH:10]=[CH:9][C:7]=1[NH2:8])[CH3:4].[OH-].[K+], predict the reaction product. The product is: [Br:1][C:11]1[CH:10]=[CH:9][C:7]([NH2:8])=[C:6]([O:5][CH2:3][CH3:4])[CH:12]=1. (2) The product is: [O:20]1[C@H:22]2[CH2:23][C@@:24]3([CH3:46])[CH:28]([CH:29]4[CH2:30][C@H:31]([F:40])[C:32]5[C@@:37]([CH3:38])([C@:21]124)[CH:36]=[CH:35][C:34](=[O:39])[CH:33]=5)[CH2:27][C@@H:26]([CH3:41])[C@:25]3([O:18][C:17]([C:14]1[CH:13]=[N:12][C:11]([CH3:10])=[CH:16][N:15]=1)=[O:19])[C:42]([OH:44])=[O:43]. Given the reactants C(N(CC)C(C)C)(C)C.[CH3:10][C:11]1[N:12]=[CH:13][C:14]([C:17]([OH:19])=[O:18])=[N:15][CH:16]=1.[O:20]1[C@H:22]2[CH2:23][C@@:24]3([CH3:46])[CH:28]([CH:29]4[CH2:30][C@H:31]([F:40])[C:32]5[C@@:37]([CH3:38])([C@:21]124)[CH:36]=[CH:35][C:34](=[O:39])[CH:33]=5)[CH2:27][C@@H:26]([CH3:41])[C@:25]3(O)[C:42]([OH:44])=[O:43].Cl, predict the reaction product. (3) Given the reactants [NH2:1][N:2]1[C:7](=[O:8])[C:6]([C:9]2[NH:14][C:13]3[CH:15]=[CH:16][CH:17]=[CH:18][C:12]=3[S:11](=[O:20])(=[O:19])[N:10]=2)=[C:5]([OH:21])[C:4]2[S:22][CH:23]=[CH:24][C:3]1=2.[CH:25](=O)[CH2:26][CH2:27][CH2:28][CH3:29], predict the reaction product. The product is: [O:19]=[S:11]1(=[O:20])[C:12]2[CH:18]=[CH:17][CH:16]=[CH:15][C:13]=2[NH:14][C:9]([C:6]2[C:7](=[O:8])[N:2]([N:1]=[CH:25][CH2:26][CH2:27][CH2:28][CH3:29])[C:3]3[CH:24]=[CH:23][S:22][C:4]=3[C:5]=2[OH:21])=[N:10]1.